This data is from Forward reaction prediction with 1.9M reactions from USPTO patents (1976-2016). The task is: Predict the product of the given reaction. (1) Given the reactants [CH:1]1([CH2:4][O:5][C@H:6]2[CH2:11][CH2:10][C@H:9]([N:12]3[CH2:17][CH2:16][CH:15]([NH:18]C(=O)OC(C)(C)C)[CH2:14][CH2:13]3)[CH2:8][CH2:7]2)[CH2:3][CH2:2]1.C(O)C.[ClH:29], predict the reaction product. The product is: [ClH:29].[ClH:29].[CH:1]1([CH2:4][O:5][C@H:6]2[CH2:7][CH2:8][C@H:9]([N:12]3[CH2:17][CH2:16][CH:15]([NH2:18])[CH2:14][CH2:13]3)[CH2:10][CH2:11]2)[CH2:2][CH2:3]1. (2) Given the reactants Br[C:2]1[CH:3]=[CH:4][C:5]([O:10][CH2:11][CH:12]([CH3:14])[CH3:13])=[C:6]([CH:9]=1)[C:7]#[N:8].C([O:18][B:19](OC(C)C)[O:20]C(C)C)(C)C.CCCCCC.C([Li])CCC.Cl, predict the reaction product. The product is: [C:7]([C:6]1[CH:9]=[C:2]([B:19]([OH:20])[OH:18])[CH:3]=[CH:4][C:5]=1[O:10][CH2:11][CH:12]([CH3:14])[CH3:13])#[N:8]. (3) Given the reactants [CH3:1][N:2]1[CH:6]=[CH:5][C:4]([C:7](=[O:9])[CH3:8])=[N:3]1.CO, predict the reaction product. The product is: [CH3:8][C@H:7]([C:4]1[CH:5]=[CH:6][N:2]([CH3:1])[N:3]=1)[OH:9]. (4) Given the reactants FC1C=CC(F)=C[C:3]=1[CH2:4][P:5](=[O:12])([O:9][CH2:10][CH3:11])[O:6][CH2:7][CH3:8].BrCC1[N:25]=[C:24]([Cl:26])[CH:23]=[CH:22][N:21]=1.O.C(O)(C(F)(F)F)=O, predict the reaction product. The product is: [Cl:26][C:24]1[CH:23]=[CH:22][N:21]=[C:3]([CH2:4][P:5](=[O:12])([O:6][CH2:7][CH3:8])[O:9][CH2:10][CH3:11])[N:25]=1. (5) Given the reactants [CH3:1][O:2][C:3]1[C:4]2[CH2:12][NH:11][CH2:10][CH2:9][C:5]=2[N:6]=[CH:7][N:8]=1.[Cl:13][C:14]1[CH:15]=[CH:16][C:17](F)=[C:18]([CH:21]=1)[C:19]#[N:20].N12CCCN=C1CCCCC2, predict the reaction product. The product is: [Cl:13][C:14]1[CH:15]=[CH:16][C:17]([N:11]2[CH2:10][CH2:9][C:5]3[N:6]=[CH:7][N:8]=[C:3]([O:2][CH3:1])[C:4]=3[CH2:12]2)=[C:18]([CH:21]=1)[C:19]#[N:20]. (6) The product is: [NH:1]([C:8]([O:10][C:11]([CH3:14])([CH3:13])[CH3:12])=[O:9])[C@H:2]([C:5]([OH:7])=[O:6])[CH2:3][NH:4][C:31]([O:30][CH2:29][C:26]1[CH:27]=[CH:28][CH:23]=[CH:24][CH:25]=1)=[O:32]. Given the reactants [NH:1]([C:8]([O:10][C:11]([CH3:14])([CH3:13])[CH3:12])=[O:9])[C@H:2]([C:5]([OH:7])=[O:6])[CH2:3][NH2:4].C([O-])([O-])=O.[K+].[K+].[OH-].[K+].[CH:23]1[CH:28]=[CH:27][C:26]([CH2:29][O:30][C:31](Cl)=[O:32])=[CH:25][CH:24]=1, predict the reaction product.